From a dataset of Full USPTO retrosynthesis dataset with 1.9M reactions from patents (1976-2016). Predict the reactants needed to synthesize the given product. (1) Given the product [CH3:1][O:2][C:3]1[CH:9]=[CH:8][C:6]([NH:7][C:15](=[O:16])[C:14]2[CH:18]=[C:19]([CH3:22])[CH:20]=[CH:21][C:13]=2[N+:10]([O-:12])=[O:11])=[CH:5][CH:4]=1, predict the reactants needed to synthesize it. The reactants are: [CH3:1][O:2][C:3]1[CH:9]=[CH:8][C:6]([NH2:7])=[CH:5][CH:4]=1.[N+:10]([C:13]1[CH:21]=[CH:20][C:19]([CH3:22])=[CH:18][C:14]=1[C:15](O)=[O:16])([O-:12])=[O:11].Cl.CN(C)CCCN=C=NCC. (2) Given the product [F:1][C:2]1[CH:7]=[CH:6][C:5]([C:8]2[C:12]([C:13]3[CH:18]=[CH:17][N:16]=[C:15]([NH:19][C:38](=[O:39])[O:40][CH2:41][CH3:42])[N:14]=3)=[CH:11][NH:10][N:9]=2)=[CH:4][CH:3]=1, predict the reactants needed to synthesize it. The reactants are: [F:1][C:2]1[CH:7]=[CH:6][C:5]([C:8]2[C:12]([C:13]3[CH:18]=[CH:17][N:16]=[C:15]([NH2:19])[N:14]=3)=[CH:11][NH:10][N:9]=2)=[CH:4][CH:3]=1.C1C=NC(NS(C2C=CC(N)=CC=2)(=O)=O)=NC=1.Cl[C:38]([O:40][CH2:41][CH3:42])=[O:39].O. (3) Given the product [I:2][C:3]1[N:4]=[CH:5][C:6]([O:9][CH2:10][CH:11]2[CH2:16][CH2:15][N:14]([CH2:21][C:19]([OH:20])([CH2:22][CH3:23])[CH2:17][CH3:18])[CH2:13][CH2:12]2)=[N:7][CH:8]=1, predict the reactants needed to synthesize it. The reactants are: Cl.[I:2][C:3]1[CH:8]=[N:7][C:6]([O:9][CH2:10][CH:11]2[CH2:16][CH2:15][NH:14][CH2:13][CH2:12]2)=[CH:5][N:4]=1.[CH2:17]([C:19]1([CH2:22][CH3:23])[CH2:21][O:20]1)[CH3:18].C([O-])([O-])=O.[K+].[K+].CCO. (4) Given the product [N+:1]([C:4]1[CH:5]=[C:6]2[C:11](=[CH:12][CH:13]=1)[N:10]([CH2:17][CH2:18][N:19]1[CH2:24][CH2:23][CH2:22][CH2:21][CH2:20]1)[C:9](=[O:14])[CH2:8][CH2:7]2)([O-:3])=[O:2], predict the reactants needed to synthesize it. The reactants are: [N+:1]([C:4]1[CH:5]=[C:6]2[C:11](=[CH:12][CH:13]=1)[NH:10][C:9](=[O:14])[CH2:8][CH2:7]2)([O-:3])=[O:2].Cl.Cl[CH2:17][CH2:18][N:19]1[CH2:24][CH2:23][CH2:22][CH2:21][CH2:20]1.C(=O)([O-])[O-].[K+].[K+].O. (5) Given the product [Cl:17][C:6]1[N:5]2[N:9]=[C:10]([CH:12]([CH3:14])[CH3:13])[N:11]=[C:4]2[N:3]=[C:2]([CH3:1])[CH:7]=1, predict the reactants needed to synthesize it. The reactants are: [CH3:1][C:2]1[CH:7]=[C:6](O)[N:5]2[N:9]=[C:10]([CH:12]([CH3:14])[CH3:13])[N:11]=[C:4]2[N:3]=1.P(Cl)(Cl)([Cl:17])=O.C([O-])([O-])=O.[Na+].[Na+]. (6) Given the product [I-:26].[NH2:13][C:11]([C:9]1[C:8]2[C:4](=[CH:5][N:6]([C:14]3[CH:15]=[CH:16][C:17]([C:20]4[CH:21]=[N+:22]([CH2:27][CH3:28])[CH:23]=[CH:24][CH:25]=4)=[CH:18][CH:19]=3)[N:7]=2)[CH:3]=[C:2]([F:1])[CH:10]=1)=[O:12], predict the reactants needed to synthesize it. The reactants are: [F:1][C:2]1[CH:10]=[C:9]([C:11]([NH2:13])=[O:12])[C:8]2[C:4](=[CH:5][N:6]([C:14]3[CH:19]=[CH:18][C:17]([C:20]4[CH:21]=[N:22][CH:23]=[CH:24][CH:25]=4)=[CH:16][CH:15]=3)[N:7]=2)[CH:3]=1.[I:26][CH2:27][CH3:28]. (7) Given the product [Br:1][C:2]1[CH:11]=[C:10]([C:27]#[C:26][C:23]2[C:22]([F:28])=[CH:21][C:20]([C:17]3[CH:18]=[CH:19][C:14]([Cl:13])=[CH:15][CH:16]=3)=[CH:25][N:24]=2)[CH:9]=[CH:8][C:3]=1[O:4][CH2:5][CH2:6][OH:7], predict the reactants needed to synthesize it. The reactants are: [Br:1][C:2]1[CH:11]=[C:10](I)[CH:9]=[CH:8][C:3]=1[O:4][CH2:5][CH2:6][OH:7].[Cl:13][C:14]1[CH:19]=[CH:18][C:17]([C:20]2[CH:21]=[C:22]([F:28])[C:23]([C:26]#[CH:27])=[N:24][CH:25]=2)=[CH:16][CH:15]=1. (8) Given the product [Si:32]([O:39][CH2:40][CH2:41][N:42]([CH:43]([CH3:45])[CH3:44])[C:29]([C:10]1[C:9]([O:8][CH2:1][C:2]2[CH:7]=[CH:6][CH:5]=[CH:4][CH:3]=2)=[C:14]([OH:15])[N:13]=[C:12]([CH2:16][C:17]2([C:22]3[CH:23]=[CH:24][C:25]([Cl:28])=[CH:26][CH:27]=3)[CH2:21][CH2:20][CH2:19][CH2:18]2)[N:11]=1)=[O:31])([C:35]([CH3:38])([CH3:37])[CH3:36])([CH3:34])[CH3:33], predict the reactants needed to synthesize it. The reactants are: [CH2:1]([O:8][C:9]1[C:10]([C:29]([OH:31])=O)=[N:11][C:12]([CH2:16][C:17]2([C:22]3[CH:27]=[CH:26][C:25]([Cl:28])=[CH:24][CH:23]=3)[CH2:21][CH2:20][CH2:19][CH2:18]2)=[N:13][C:14]=1[OH:15])[C:2]1[CH:7]=[CH:6][CH:5]=[CH:4][CH:3]=1.[Si:32]([O:39][CH2:40][CH2:41][NH:42][CH:43]([CH3:45])[CH3:44])([C:35]([CH3:38])([CH3:37])[CH3:36])([CH3:34])[CH3:33].[Si](OCCN(C)C(C1C(OCC2C=CC=CC=2)=C(O)N=C(CC2C=CC=CC=2C2C=CC=CC=2)N=1)=O)(C(C)(C)C)(C)C. (9) Given the product [CH2:9]([C:16]1([C:23]#[C:24][Si:25]([CH3:26])([CH3:28])[CH3:27])[CH2:21][C:20](=[CH:1][OH:2])[C:19](=[O:22])[CH:18]=[CH:17]1)[C:10]1[CH:15]=[CH:14][CH:13]=[CH:12][CH:11]=1, predict the reactants needed to synthesize it. The reactants are: [CH:1](OCC)=[O:2].C[O-].[Na+].[CH2:9]([C:16]1([C:23]#[C:24][Si:25]([CH3:28])([CH3:27])[CH3:26])[CH2:21][CH2:20][C:19](=[O:22])[CH:18]=[CH:17]1)[C:10]1[CH:15]=[CH:14][CH:13]=[CH:12][CH:11]=1. (10) Given the product [Br:1][C:2]1[CH:3]=[C:4]2[C:8](=[CH:9][CH:10]=1)[N:7]([C:11]([C:12]1[CH:17]=[CH:16][CH:15]=[CH:14][CH:13]=1)=[O:18])[N:6]=[CH:5]2, predict the reactants needed to synthesize it. The reactants are: [Br:1][C:2]1[CH:3]=[C:4]2[C:8](=[CH:9][CH:10]=1)[NH:7][N:6]=[CH:5]2.[C:11](Cl)(=[O:18])[C:12]1[CH:17]=[CH:16][CH:15]=[CH:14][CH:13]=1.C(N(CC)CC)C.C([O-])(O)=O.[Na+].